From a dataset of Catalyst prediction with 721,799 reactions and 888 catalyst types from USPTO. Predict which catalyst facilitates the given reaction. (1) Reactant: [N:1]([CH2:4][C@H:5]([OH:18])[CH2:6][N:7]1[C:11](=[O:12])[C:10]2=[CH:13][CH:14]=[CH:15][CH:16]=[C:9]2[C:8]1=[O:17])=[N+]=[N-].[ClH:19].[H][H]. Product: [ClH:19].[NH2:1][CH2:4][C@H:5]([OH:18])[CH2:6][N:7]1[C:11](=[O:12])[C:10]2=[CH:13][CH:14]=[CH:15][CH:16]=[C:9]2[C:8]1=[O:17]. The catalyst class is: 256. (2) Reactant: C([O:8][N:9]1[C:15](=[O:16])[N:14]2[CH2:17][C@H:10]1[CH2:11][CH2:12][C@H:13]2[C:18]([NH:20][O:21][CH2:22][CH:23]1[CH2:29][N:28]([C:30]([O:32][C:33]([CH3:36])([CH3:35])[CH3:34])=[O:31])[CH2:27][CH2:26][CH2:25][O:24]1)=[O:19])C1C=CC=CC=1.[H][H]. Product: [OH:8][N:9]1[C:15](=[O:16])[N:14]2[CH2:17][C@H:10]1[CH2:11][CH2:12][C@H:13]2[C:18]([NH:20][O:21][CH2:22][CH:23]1[CH2:29][N:28]([C:30]([O:32][C:33]([CH3:36])([CH3:35])[CH3:34])=[O:31])[CH2:27][CH2:26][CH2:25][O:24]1)=[O:19]. The catalyst class is: 19. (3) Reactant: [N:1]1[CH:6]=[CH:5][C:4]([N:7]2[C:15]3[C:10](=[CH:11][C:12]([O:16][C@H:17]([C:21]4[CH:26]=[CH:25][CH:24]=[CH:23][CH:22]=4)[C@H:18]([CH3:20])[NH2:19])=[CH:13][CH:14]=3)[CH:9]=[N:8]2)=[CH:3][CH:2]=1.C(N(CC)CC)C.[O:34]1[CH:38]=[CH:37][CH:36]=[C:35]1[C:39](Cl)=[O:40]. Product: [CH3:20][C@H:18]([NH:19][C:39]([C:35]1[O:34][CH:38]=[CH:37][CH:36]=1)=[O:40])[C@@H:17]([C:21]1[CH:22]=[CH:23][CH:24]=[CH:25][CH:26]=1)[O:16][C:12]1[CH:11]=[C:10]2[C:15](=[CH:14][CH:13]=1)[N:7]([C:4]1[CH:3]=[CH:2][N:1]=[CH:6][CH:5]=1)[N:8]=[CH:9]2. The catalyst class is: 4.